This data is from Full USPTO retrosynthesis dataset with 1.9M reactions from patents (1976-2016). The task is: Predict the reactants needed to synthesize the given product. (1) The reactants are: [Cl:1][C:2]1[CH:7]=[C:6]([N+:8]([O-:10])=[O:9])[C:5]([OH:11])=[C:4]([O:12][CH3:13])[CH:3]=1.C(N(CC)CC)C.[F:21][C:22]([F:35])([F:34])[S:23](O[S:23]([C:22]([F:35])([F:34])[F:21])(=[O:25])=[O:24])(=[O:25])=[O:24]. Given the product [F:21][C:22]([F:35])([F:34])[S:23]([O:11][C:5]1[C:6]([N+:8]([O-:10])=[O:9])=[CH:7][C:2]([Cl:1])=[CH:3][C:4]=1[O:12][CH3:13])(=[O:25])=[O:24], predict the reactants needed to synthesize it. (2) Given the product [CH3:19][O:18][C:6]1[CH:5]=[C:4]([CH:17]=[CH:16][C:7]=1[O:8][CH:9]1[CH2:14][CH2:13][N:12]([CH3:15])[CH2:11][CH2:10]1)[NH2:1], predict the reactants needed to synthesize it. The reactants are: [N+:1]([C:4]1[CH:17]=[CH:16][C:7]([O:8][CH:9]2[CH2:14][CH2:13][N:12]([CH3:15])[CH2:11][CH2:10]2)=[C:6]([O:18][CH3:19])[CH:5]=1)([O-])=O.[H][H]. (3) The reactants are: C([O:3][C:4](=[O:17])[CH2:5][CH:6]1[C:11]2[CH:12]=[CH:13][C:14]([Br:16])=[CH:15][C:10]=2[CH2:9][CH2:8][O:7]1)C.[OH-].[Na+].O.C1CCCCC1. Given the product [Br:16][C:14]1[CH:13]=[CH:12][C:11]2[CH:6]([CH2:5][C:4]([OH:17])=[O:3])[O:7][CH2:8][CH2:9][C:10]=2[CH:15]=1, predict the reactants needed to synthesize it. (4) Given the product [F:27][C:23]([F:28])([CH:24]([F:26])[F:25])[CH2:22][O:1][C:2]1[CH:9]=[CH:8][C:5]([CH:6]=[O:7])=[CH:4][CH:3]=1, predict the reactants needed to synthesize it. The reactants are: [OH:1][C:2]1[CH:9]=[CH:8][C:5]([CH:6]=[O:7])=[CH:4][CH:3]=1.[H][H].C1(C)C=CC(S(O[CH2:22][C:23]([F:28])([F:27])[CH:24]([F:26])[F:25])(=O)=O)=CC=1.